Binary Classification. Given a drug SMILES string, predict its activity (active/inactive) in a high-throughput screening assay against a specified biological target. From a dataset of HIV replication inhibition screening data with 41,000+ compounds from the AIDS Antiviral Screen. (1) The compound is COc1cc(Cl)c2c3c(c(C(C)=O)oc13)CCC2. The result is 0 (inactive). (2) The drug is COc1cc2oc(=O)cc(C)c2cc1OC. The result is 0 (inactive). (3) The drug is Cc1c(C)c2ccc3c(C)c(C)c(C)[n+]4c3c2[n+](c1C)[Cu-3]41[n+]2c(C)c(C)c(C)c3ccc4c(C)c(C)c(C)[n+]1c4c32.O=C1OC(C(O)C[O-])C(O)=C1O. The result is 0 (inactive). (4) The drug is N=CCCN(CCC=N)c1ccc(C=C2CN(NC(=O)c3ccc(Cl)cc3)C(c3ccccc3)=N2)cc1. The result is 0 (inactive). (5) The compound is Cn1c(=O)n2c(=O)n(C)c(=O)n2c1=O. The result is 0 (inactive). (6) The result is 0 (inactive). The drug is C=CCNC(=O)CN1N=C(c2ccccc2)NN1. (7) The drug is COC1CCC(=O)N1CN(C(C)=O)c1ccc(C)cc1. The result is 0 (inactive). (8) The molecule is CN1c2ccccc2N(C(=O)c2ccc(Cl)cc2)C(CC(=O)O)c2cccn21. The result is 0 (inactive). (9) The result is 0 (inactive). The compound is CN(C)C(=S)SSC(=S)SSC(=S)N(C)C. (10) The drug is CC12CCC(CC1=NNC(N)=O)C2(C)C. The result is 0 (inactive).